Dataset: Forward reaction prediction with 1.9M reactions from USPTO patents (1976-2016). Task: Predict the product of the given reaction. (1) Given the reactants Cl[CH2:2][C:3]([NH:5][C:6]1[CH:7]=[C:8]([CH:25]=[CH:26][C:27]=1[O:28][C:29]([F:32])([F:31])[F:30])[C:9]([NH:11][C:12]1[CH:13]=[N:14][C:15]([C:18]2[CH:23]=[CH:22][CH:21]=[CH:20][C:19]=2[F:24])=[CH:16][CH:17]=1)=[O:10])=[O:4].[NH:33]1[CH2:38][CH2:37][O:36][CH2:35][CH2:34]1.C(N(CC)CC)C.[I-].[K+], predict the reaction product. The product is: [F:24][C:19]1[CH:20]=[CH:21][CH:22]=[CH:23][C:18]=1[C:15]1[N:14]=[CH:13][C:12]([NH:11][C:9](=[O:10])[C:8]2[CH:25]=[CH:26][C:27]([O:28][C:29]([F:32])([F:31])[F:30])=[C:6]([NH:5][C:3](=[O:4])[CH2:2][N:33]3[CH2:38][CH2:37][O:36][CH2:35][CH2:34]3)[CH:7]=2)=[CH:17][CH:16]=1. (2) Given the reactants Cl[C:2]1[N:7]=[CH:6][N:5]=[C:4]([NH:8][C:9]2[CH:14]=[CH:13][C:12]([N:15]3[CH2:20][CH2:19][O:18][CH:17]([C:21]([NH2:23])=[O:22])[CH2:16]3)=[CH:11][CH:10]=2)[N:3]=1.[F:24][C@H:25]1[C@@H:30]([O:31][C:32]2[CH:39]=[CH:38][C:37](B3OC(C)(C)C(C)(C)O3)=[CH:36][C:33]=2[C:34]#[N:35])[CH2:29][CH2:28][N:27]([C:49](=[O:53])[C@@H:50]([OH:52])[CH3:51])[CH2:26]1.C(COC)OC.C(=O)([O-])[O-].[Na+].[Na+], predict the reaction product. The product is: [C:34]([C:33]1[CH:36]=[C:37]([C:2]2[N:7]=[CH:6][N:5]=[C:4]([NH:8][C:9]3[CH:14]=[CH:13][C:12]([N:15]4[CH2:20][CH2:19][O:18][CH:17]([C:21]([NH2:23])=[O:22])[CH2:16]4)=[CH:11][CH:10]=3)[N:3]=2)[CH:38]=[CH:39][C:32]=1[O:31][C@H:30]1[CH2:29][CH2:28][N:27]([C:49](=[O:53])[C@@H:50]([OH:52])[CH3:51])[CH2:26][C@H:25]1[F:24])#[N:35]. (3) Given the reactants C(OC([N:8]1[CH2:13][CH2:12][N:11]([CH2:14][C:15]2[CH:20]=[CH:19][CH:18]=[C:17]([C:21]3[CH:26]=[CH:25][N:24]=[C:23](Cl)[N:22]=3)[CH:16]=2)[CH2:10][CH:9]1[CH2:28][C:29]1[CH:34]=[CH:33][CH:32]=[CH:31][CH:30]=1)=O)(C)(C)C.[NH2:35][CH2:36][CH2:37][C:38]1[CH:43]=[CH:42][C:41]([OH:44])=[CH:40][CH:39]=1, predict the reaction product. The product is: [CH2:28]([C@H:9]1[NH:8][CH2:13][CH2:12][N:11]([CH2:14][C:15]2[CH:16]=[C:17]([C:21]3[CH:26]=[CH:25][N:24]=[C:23]([NH:35][CH2:36][CH2:37][C:38]4[CH:43]=[CH:42][C:41]([OH:44])=[CH:40][CH:39]=4)[N:22]=3)[CH:18]=[CH:19][CH:20]=2)[CH2:10]1)[C:29]1[CH:30]=[CH:31][CH:32]=[CH:33][CH:34]=1. (4) Given the reactants [Br:1][C:2]1[C:3]([C:7]([F:14])([F:13])[CH2:8][C:9]([F:12])([F:11])[F:10])=[N:4][NH:5][CH:6]=1.[CH2:15]=[O:16], predict the reaction product. The product is: [Br:1][C:2]1[C:3]([C:7]([F:14])([F:13])[CH2:8][C:9]([F:10])([F:11])[F:12])=[N:4][N:5]([CH2:15][OH:16])[CH:6]=1. (5) Given the reactants [O:1]=[S:2]1(=[O:30])[C:7]2[CH:8]=[CH:9][CH:10]=[CH:11][C:6]=2[NH:5][C:4]([C:12]2[C:13](=[O:29])[C:14]([CH3:28])([CH2:23][CH2:24][CH:25]([CH3:27])[CH3:26])[C:15]3[C:20]([C:21]=2[OH:22])=[CH:19][CH:18]=[CH:17][CH:16]=3)=[N:3]1.[OH-].[Na+:32], predict the reaction product. The product is: [O:30]=[S:2]1(=[O:1])[C:7]2[CH:8]=[CH:9][CH:10]=[CH:11][C:6]=2[NH:5][C:4]([C:12]2[C:13](=[O:29])[C:14]([CH3:28])([CH2:23][CH2:24][CH:25]([CH3:26])[CH3:27])[C:15]3[C:20](=[CH:19][CH:18]=[CH:17][CH:16]=3)[C:21]=2[O-:22])=[N:3]1.[Na+:32]. (6) Given the reactants C[O:2][C:3]([C:5]1[CH:10]=[CH:9][N:8]=[C:7]([O:11][C:12]2[CH:17]=[CH:16][CH:15]=[CH:14][CH:13]=2)[N:6]=1)=[O:4].[OH-].[Na+], predict the reaction product. The product is: [O:11]([C:7]1[N:6]=[C:5]([C:3]([OH:4])=[O:2])[CH:10]=[CH:9][N:8]=1)[C:12]1[CH:13]=[CH:14][CH:15]=[CH:16][CH:17]=1. (7) Given the reactants [N+:1]([C:4]1[CH:8]=[C:7]([C:9]([NH2:11])=O)[NH:6][N:5]=1)([O-:3])=[O:2].P(Cl)(Cl)(Cl)=O, predict the reaction product. The product is: [N+:1]([C:4]1[CH:8]=[C:7]([C:9]#[N:11])[NH:6][N:5]=1)([O-:3])=[O:2].